From a dataset of Experimentally validated miRNA-target interactions with 360,000+ pairs, plus equal number of negative samples. Binary Classification. Given a miRNA mature sequence and a target amino acid sequence, predict their likelihood of interaction. (1) The miRNA is hsa-miR-4677-5p with sequence UUGUUCUUUGGUCUUUCAGCCA. The protein sequence of the target gene is MTILPKKKPPPPDADPANEPPPPGPLPPAPRRGAGVGVGGGGTGVGGGERDRDSGVVGARPRASPPPQGPLPGPPGALHRWALAVPPGAVAGPRPQQASPPPCGGPGGPGGGPGDALGATTAGVGAAGVVVGVGGTVGVGGCCSGPGHSKRRRQAPGVGAVGGASPEREEVGAGYNSEDEYEAAAARIEAMDPATVEQQEHWFEKALRDKKGFIIKQMKEDGACLFRAVADQVYGDQDMHEVVRKHCMDYLMKNADYFSNYVTEDFTTYINRKRKNNCHGNHIEMQAMAEMYNRPVEVYQ.... Result: 0 (no interaction). (2) The miRNA is mmu-miR-463-3p with sequence UGAUAGACACCAUAUAAGGUAG. The protein sequence of the target gene is MESMGRQDRRLHQQLKESSSRFQTLMKRLIAKYNQPFEDDPLVEMRTLTYETPQGLRVWGGKLMKKEDKEYTQVIDRLNGQAPEGDSESSGADTSLEENWPSCSSAMREASGDPRQRQPAVPGNTLETDLRRKYLTQVDILPQDEEYFKNAEKRGGKDTVMTWVPSVTSSVTPASGCQDAISAKSSGGPEVSALSSRGQGPSYPCPADMAIVARSDGLSLLGTSSNSVSSQSFEVDDLCNVTISDLYEGMMHSMSRLLRSKPSCIISTKTYINQSWKLRRRPSRKQGLHKNRTHCPRSKP.... Result: 0 (no interaction).